From a dataset of Acute oral toxicity (LD50) regression data from Zhu et al.. Regression/Classification. Given a drug SMILES string, predict its toxicity properties. Task type varies by dataset: regression for continuous values (e.g., LD50, hERG inhibition percentage) or binary classification for toxic/non-toxic outcomes (e.g., AMES mutagenicity, cardiotoxicity, hepatotoxicity). Dataset: ld50_zhu. The compound is CCOP(=O)(OCC)SC(C)(C)C. The rat oral LD50 is 3.25, given as -log10 of the dose in mol/kg body weight (higher means more acutely toxic).